Dataset: HIV replication inhibition screening data with 41,000+ compounds from the AIDS Antiviral Screen. Task: Binary Classification. Given a drug SMILES string, predict its activity (active/inactive) in a high-throughput screening assay against a specified biological target. (1) The molecule is O=C(Nc1ccc(S(=O)(=O)N=c2ncccn2C(=O)C(C(F)(F)F)C(F)(F)F)cc1)C(C(F)(F)F)C(F)(F)F. The result is 0 (inactive). (2) The drug is CC1C(C)(C)P(=O)(Nc2ncn[nH]2)C1(C)C. The result is 0 (inactive). (3) The molecule is COc1ccc(C=C2N=C(N3CCOCC3)NC2=O)cc1. The result is 0 (inactive). (4) The compound is N=c1[nH]c2c(-c3ccc([N+](=O)[O-])cc3)nnn2c2cccc(Cl)c12. The result is 0 (inactive). (5) The drug is CC1(C)CC(C=C2OC(=O)c3ccccc32)=C(C(N)=O)C(=O)O1. The result is 0 (inactive). (6) The molecule is CC(=O)N1C(=O)C2(NCCCN2)c2ccccc21. The result is 0 (inactive). (7) The compound is CCCCCCCCCCCCCCCCCC(=O)OC(COC(=O)COCCOCCOCCOCCOCCOC)COP(=O)([O-])OCC[N+](C)(C)C. The result is 0 (inactive). (8) The compound is O=[N+]([O-])c1ccc(O)c(C=NCC2CCCN3CCCCC23)c1. The result is 0 (inactive).